From a dataset of Peptide-MHC class I binding affinity with 185,985 pairs from IEDB/IMGT. Regression. Given a peptide amino acid sequence and an MHC pseudo amino acid sequence, predict their binding affinity value. This is MHC class I binding data. (1) The peptide sequence is WMLLTFLTSL. The MHC is HLA-A02:06 with pseudo-sequence HLA-A02:06. The binding affinity (normalized) is 1.00. (2) The peptide sequence is SPVSRSHSF. The MHC is HLA-A25:01 with pseudo-sequence HLA-A25:01. The binding affinity (normalized) is 0.0847. (3) The MHC is HLA-A03:01 with pseudo-sequence HLA-A03:01. The peptide sequence is FLPSDYFPSV. The binding affinity (normalized) is 0.0970. (4) The peptide sequence is MLSRVAAVK. The MHC is HLA-A02:01 with pseudo-sequence HLA-A02:01. The binding affinity (normalized) is 0.156. (5) The peptide sequence is CERYGFPAS. The MHC is HLA-A68:02 with pseudo-sequence HLA-A68:02. The binding affinity (normalized) is 0.0847.